From a dataset of Forward reaction prediction with 1.9M reactions from USPTO patents (1976-2016). Predict the product of the given reaction. Given the reactants [OH:1][C:2]1[CH:7]=[CH:6][C:5](/[CH:8]=[CH:9]/[C:10]([C:12]2[CH:17]=[CH:16][C:15]([NH:18][C:19](=[O:21])[CH3:20])=[CH:14][C:13]=2[CH3:22])=[O:11])=[CH:4][C:3]=1[CH3:23].[O:24]1[CH:29]=[CH:28][CH2:27][CH2:26][CH2:25]1, predict the reaction product. The product is: [CH3:22][C:13]1[CH:14]=[C:15]([NH:18][C:19](=[O:21])[CH3:20])[CH:16]=[CH:17][C:12]=1[C:10](=[O:11])/[CH:9]=[CH:8]/[C:5]1[CH:6]=[CH:7][C:2]([O:1][CH:25]2[CH2:26][CH2:27][CH2:28][CH2:29][O:24]2)=[C:3]([CH3:23])[CH:4]=1.